Dataset: Reaction yield outcomes from USPTO patents with 853,638 reactions. Task: Predict the reaction yield, written as a fraction of the theoretical maximum amount of product (1.0 means a 100% yield; for example, 0.34 means a 34% yield). (1) The product is [C:1]([C:3]1[C:8]([C:9]2[NH:13][CH:12]=[C:11]([CH2:23][N:24]([CH3:32])[C:25](=[O:31])[O:26][C:27]([CH3:29])([CH3:30])[CH3:28])[C:10]=2[F:33])=[CH:7][CH:6]=[CH:5][N:4]=1)#[N:2]. The yield is 0.570. The catalyst is CO. The reactants are [C:1]([C:3]1[C:8]([C:9]2[N:13](S(C3C=CC=CC=3)(=O)=O)[CH:12]=[C:11]([CH2:23][N:24]([CH3:32])[C:25](=[O:31])[O:26][C:27]([CH3:30])([CH3:29])[CH3:28])[C:10]=2[F:33])=[CH:7][CH:6]=[CH:5][N:4]=1)#[N:2].O1CCCC1.[OH-].[Na+]. (2) The yield is 0.410. The reactants are C1C=CC2N(O)N=NC=2C=1.CCN(C(C)C)C(C)C.[C:20]1([C:33]2[CH:38]=[CH:37][CH:36]=[CH:35][CH:34]=2)[CH:25]=[CH:24][C:23]([NH:26][C:27](=[O:32])[CH2:28][C:29]([OH:31])=O)=[CH:22][CH:21]=1.CCN=C=NCCCN(C)C.Cl.Cl.[Cl:52][C:53]1[CH:58]=[CH:57][C:56]([Cl:59])=[CH:55][C:54]=1[C:60]([N:62]1[CH2:67][CH2:66][NH:65][CH2:64][CH2:63]1)=[O:61]. The product is [C:20]1([C:33]2[CH:38]=[CH:37][CH:36]=[CH:35][CH:34]=2)[CH:21]=[CH:22][C:23]([NH:26][C:27](=[O:32])[CH2:28][C:29]([N:65]2[CH2:66][CH2:67][N:62]([C:60](=[O:61])[C:54]3[CH:55]=[C:56]([Cl:59])[CH:57]=[CH:58][C:53]=3[Cl:52])[CH2:63][CH2:64]2)=[O:31])=[CH:24][CH:25]=1. The catalyst is CN(C=O)C.O. (3) The reactants are [CH2:1]([O:3][C:4]([C:6]1[CH:7]=[N:8][N:9]([C:11](=[NH:23])[NH:12][C:13]2[CH:14]=[CH:15][C:16]3[S:20][CH:19]=[N:18][C:17]=3[C:21]=2Br)[CH:10]=1)=[O:5])[CH3:2].N1C2C(=CC=C3C=2N=CC=C3)C=CC=1.C(=O)([O-])[O-].[Cs+].[Cs+]. The catalyst is [Cu]I.COCCOC. The product is [CH2:1]([O:3][C:4]([C:6]1[CH:7]=[N:8][N:9]([C:11]2[NH:23][C:21]3[C:17]4[N:18]=[CH:19][S:20][C:16]=4[CH:15]=[CH:14][C:13]=3[N:12]=2)[CH:10]=1)=[O:5])[CH3:2]. The yield is 0.210. (4) The reactants are [Br:1][C:2]1[CH:3]=[N:4][C:5]([NH:8][CH2:9][CH2:10][CH2:11][O:12][C:13]2[CH:14]=[C:15]3[C:19](=[CH:20][CH:21]=2)[C@H:18]([CH2:22][C:23]([O:25][CH2:26][CH3:27])=[O:24])[CH2:17][CH2:16]3)=[N:6][CH:7]=1.[H-].[Na+].[NH4+].[Cl-].[CH3:32]N(C=O)C. The product is [Br:1][C:2]1[CH:7]=[N:6][C:5]([N:8]([CH3:32])[CH2:9][CH2:10][CH2:11][O:12][C:13]2[CH:14]=[C:15]3[C:19](=[CH:20][CH:21]=2)[C@H:18]([CH2:22][C:23]([O:25][CH2:26][CH3:27])=[O:24])[CH2:17][CH2:16]3)=[N:4][CH:3]=1. No catalyst specified. The yield is 0.210. (5) The reactants are [CH3:1][CH:2]([N:4]1[C:9](=[O:10])[CH2:8][C:7](=[O:11])[N:6]([CH:12]([CH3:14])[CH3:13])[C:5]1=[O:15])[CH3:3].C(N(C(C)C)CC)(C)C.[N:25]([CH2:28][C:29]([O:31]CC)=[O:30])=[C:26]=[O:27]. The catalyst is C(Cl)(Cl)Cl. The product is [OH:10][C:9]1[N:4]([CH:2]([CH3:1])[CH3:3])[C:5](=[O:15])[N:6]([CH:12]([CH3:14])[CH3:13])[C:7](=[O:11])[C:8]=1[C:26]([NH:25][CH2:28][C:29]([OH:31])=[O:30])=[O:27]. The yield is 0.690. (6) The reactants are [NH:1]([S:7]([C:10]1[CH:16]=[CH:15][C:13]([CH3:14])=[CH:12][CH:11]=1)(=[O:9])=[O:8])[C@H:2]([C:4]([OH:6])=[O:5])[CH3:3].O.Cl. The catalyst is O. The product is [NH:1]([S:7]([C:10]1[CH:11]=[CH:12][C:13]([CH3:14])=[CH:15][CH:16]=1)(=[O:9])=[O:8])[C@H:2]([C:4]([OH:6])=[O:5])[CH3:3]. The yield is 0.920. (7) The reactants are [C:1]([N:4]1[CH2:13][CH2:12][C:11]2[C:6](=[CH:7][C:8]([C:14]3[CH:15]=[C:16]([C:20]4([C:28]5[CH:33]=[CH:32][CH:31]=[CH:30][CH:29]=5)[N:24]=[C:23]([NH2:25])[N:22]([CH3:26])[C:21]4=[O:27])[CH:17]=[CH:18][CH:19]=3)=[CH:9][CH:10]=2)[CH2:5]1)(=[O:3])[CH3:2].[ClH:34]. The catalyst is ClCCl. The product is [ClH:34].[C:1]([N:4]1[CH2:13][CH2:12][C:11]2[C:6](=[CH:7][C:8]([C:14]3[CH:15]=[C:16]([C:20]4([C:28]5[CH:33]=[CH:32][CH:31]=[CH:30][CH:29]=5)[N:24]=[C:23]([NH2:25])[N:22]([CH3:26])[C:21]4=[O:27])[CH:17]=[CH:18][CH:19]=3)=[CH:9][CH:10]=2)[CH2:5]1)(=[O:3])[CH3:2]. The yield is 0.790.